Dataset: Reaction yield outcomes from USPTO patents with 853,638 reactions. Task: Predict the reaction yield, written as a fraction of the theoretical maximum amount of product (1.0 means a 100% yield; for example, 0.34 means a 34% yield). (1) The reactants are FC(F)(C(F)(F)C(F)(F)C(F)F)COC(=O)OCC(F)(F)C(F)(F)C(F)(F)C(F)F.FC(F)(C(F)(F)C(F)(F)C(F)F)C[NH:34][C:35](=[O:62])[O:36][CH2:37][CH:38]1[CH:43]=[CH:42][CH2:41][CH:40]([CH2:44][O:45][C:46](=[O:61])[NH:47]CC(F)(F)C(F)(F)C(F)(F)C(F)F)[CH2:39]1. No catalyst specified. The product is [C:46](=[O:61])([O:45][CH2:44][CH:40]1[CH:41]=[CH:42][CH2:43][CH:38]([CH2:37][O:36][C:35](=[O:62])[NH2:34])[CH2:39]1)[NH2:47]. The yield is 0.980. (2) The reactants are [Cl:1][C:2]1[CH:3]=[C:4]([N:9]2[C:13](=[O:14])[CH2:12][N:11]([CH3:15])[C:10]2=[O:16])[CH:5]=[C:6]([Cl:8])[CH:7]=1.[C:17]([C:19]1[CH:26]=[CH:25][C:22]([CH:23]=O)=[CH:21][CH:20]=1)#[N:18].N1CCCC1.C1COCC1. The catalyst is CCO. The product is [Cl:8][C:6]1[CH:5]=[C:4]([N:9]2[C:13](=[O:14])/[C:12](=[CH:23]\[C:22]3[CH:25]=[CH:26][C:19]([C:17]#[N:18])=[CH:20][CH:21]=3)/[N:11]([CH3:15])[C:10]2=[O:16])[CH:3]=[C:2]([Cl:1])[CH:7]=1. The yield is 0.860. (3) The reactants are [S:1]1[C:5]2[CH:6]=[CH:7][CH:8]=[CH:9][C:4]=2[N:3]=[C:2]1[C:10](=[CH:13][N:14]([CH3:16])C)[C:11]#[N:12].C([N:19](CC)CC)C.S(O)(O)(=O)=O.CNN. The catalyst is CCO. The product is [S:1]1[C:5]2[CH:6]=[CH:7][CH:8]=[CH:9][C:4]=2[N:3]=[C:2]1[C:10]1[CH:11]=[N:12][N:14]([CH3:16])[C:13]=1[NH2:19]. The yield is 0.490. (4) The reactants are [F:1][C:2]1[CH:7]=[C:6](I)[CH:5]=[CH:4][C:3]=1[N:9]1[CH:14]=[C:13]([O:15][CH3:16])[C:12](=[O:17])[C:11]([C:18]2[N:22]([C:23]3[CH:28]=[CH:27][CH:26]=[CH:25][CH:24]=3)[N:21]=[CH:20][CH:19]=2)=[N:10]1.C([Sn](CCCC)(CCCC)[C:34]1[O:35][CH:36]=[CH:37][N:38]=1)CCC. The catalyst is O1CCOCC1.C([O-])(O)=O.[Na+].C1C=CC([P]([Pd]([P](C2C=CC=CC=2)(C2C=CC=CC=2)C2C=CC=CC=2)([P](C2C=CC=CC=2)(C2C=CC=CC=2)C2C=CC=CC=2)[P](C2C=CC=CC=2)(C2C=CC=CC=2)C2C=CC=CC=2)(C2C=CC=CC=2)C2C=CC=CC=2)=CC=1. The product is [F:1][C:2]1[CH:7]=[C:6]([C:34]2[O:35][CH:36]=[CH:37][N:38]=2)[CH:5]=[CH:4][C:3]=1[N:9]1[CH:14]=[C:13]([O:15][CH3:16])[C:12](=[O:17])[C:11]([C:18]2[N:22]([C:23]3[CH:28]=[CH:27][CH:26]=[CH:25][CH:24]=3)[N:21]=[CH:20][CH:19]=2)=[N:10]1. The yield is 0.530. (5) The reactants are [C:1]([O:8]N=C(C1C=CC=CC=1)C#N)([O:3][C:4]([CH3:7])([CH3:6])[CH3:5])=O.Cl.Cl.[NH2:21][CH2:22][CH2:23][CH2:24][CH2:25][CH2:26][NH2:27].O.C(Cl)Cl. The catalyst is O1CCOCC1. The product is [C:1]([NH:21][CH2:22][CH2:23][CH2:24][CH2:25][CH2:26][NH2:27])([O:3][C:4]([CH3:5])([CH3:6])[CH3:7])=[O:8]. The yield is 0.550.